Dataset: Catalyst prediction with 721,799 reactions and 888 catalyst types from USPTO. Task: Predict which catalyst facilitates the given reaction. (1) Reactant: [H-].[Na+].[Si:3]([O:10][CH2:11][C:12]1[N:13]=[C:14]([C:17]2([OH:23])[CH2:22][CH2:21][O:20][CH2:19][CH2:18]2)[S:15][CH:16]=1)([C:6]([CH3:9])([CH3:8])[CH3:7])([CH3:5])[CH3:4].IC.[CH3:26]COC(C)=O.CCCCCC. Product: [Si:3]([O:10][CH2:11][C:12]1[N:13]=[C:14]([C:17]2([O:23][CH3:26])[CH2:18][CH2:19][O:20][CH2:21][CH2:22]2)[S:15][CH:16]=1)([C:6]([CH3:9])([CH3:7])[CH3:8])([CH3:4])[CH3:5]. The catalyst class is: 1. (2) Reactant: [F:1][C:2]1[CH:7]=[C:6]([N+:8]([O-])=O)[C:5]([NH:11][CH2:12][CH2:13][CH2:14][OH:15])=[C:4]([N+:16]([O-])=O)[CH:3]=1. Product: [NH2:16][C:4]1[CH:3]=[C:2]([F:1])[CH:7]=[C:6]([NH2:8])[C:5]=1[NH:11][CH2:12][CH2:13][CH2:14][OH:15]. The catalyst class is: 312. (3) Reactant: [Cl:1][C:2]1[CH:7]=[CH:6][C:5]([C:8]2[N:12]([CH2:13][C:14]([O:16]C(C)(C)C)=[O:15])[C:11](=[O:21])[N:10]([CH2:22][C:23](=[O:36])[NH:24][CH2:25][C:26]3[CH:31]=[CH:30][CH:29]=[C:28]([C:32]([F:35])([F:34])[F:33])[CH:27]=3)[N:9]=2)=[CH:4][CH:3]=1.FC(F)(F)C(O)=O.C1(C)C=CC=CC=1. Product: [Cl:1][C:2]1[CH:7]=[CH:6][C:5]([C:8]2[N:12]([CH2:13][C:14]([OH:16])=[O:15])[C:11](=[O:21])[N:10]([CH2:22][C:23](=[O:36])[NH:24][CH2:25][C:26]3[CH:31]=[CH:30][CH:29]=[C:28]([C:32]([F:34])([F:35])[F:33])[CH:27]=3)[N:9]=2)=[CH:4][CH:3]=1. The catalyst class is: 4. (4) Reactant: C[O:2][C:3]([CH:5]1[CH2:9][CH:8]([CH2:10][CH2:11][C:12]([F:15])([F:14])[CH3:13])[CH2:7][N:6]1[C:16]([O:18][C:19]([CH3:22])([CH3:21])[CH3:20])=[O:17])=[O:4].O.[OH-].[Li+]. Product: [C:19]([O:18][C:16]([N:6]1[CH2:7][CH:8]([CH2:10][CH2:11][C:12]([F:14])([F:15])[CH3:13])[CH2:9][CH:5]1[C:3]([OH:4])=[O:2])=[O:17])([CH3:20])([CH3:21])[CH3:22]. The catalyst class is: 20.